From a dataset of Catalyst prediction with 721,799 reactions and 888 catalyst types from USPTO. Predict which catalyst facilitates the given reaction. (1) Reactant: [C:1]([C:3]1[CH:8]=[CH:7][CH:6]=[CH:5][CH:4]=1)#[CH:2].[Li]CCCC.[Br:14][C:15]1[CH:22]=[CH:21][CH:20]=[CH:19][C:16]=1[CH:17]=[O:18]. Product: [Br:14][C:15]1[CH:22]=[CH:21][CH:20]=[CH:19][C:16]=1[CH:17]([OH:18])[C:2]#[C:1][C:3]1[CH:8]=[CH:7][CH:6]=[CH:5][CH:4]=1. The catalyst class is: 1. (2) Reactant: [CH3:1][O:2][C:3]1[N:8]=[C:7]([NH2:9])[C:6]([N+:10]([O-])=O)=[CH:5][CH:4]=1.[H][H]. Product: [CH3:1][O:2][C:3]1[N:8]=[C:7]([NH2:9])[C:6]([NH2:10])=[CH:5][CH:4]=1. The catalyst class is: 50. (3) Reactant: [Cl:1][C:2]1[C:3]([CH3:19])=[C:4]([NH:10][C@H:11]([C:15]([OH:18])([CH3:17])[CH3:16])[C:12]([OH:14])=O)[CH:5]=[CH:6][C:7]=1[C:8]#[N:9].[C:20]([C:22]1[CH:31]=[CH:30][C:25]([C:26]([NH:28][NH2:29])=[O:27])=[CH:24][CH:23]=1)#[N:21].C1C=CC2N(O)N=NC=2C=1.C(Cl)CCl.CCN(CC)CC. Product: [Cl:1][C:2]1[C:3]([CH3:19])=[C:4]([NH:10][C@H:11]([C:15]([OH:18])([CH3:17])[CH3:16])[C:12]([NH:29][NH:28][C:26](=[O:27])[C:25]2[CH:24]=[CH:23][C:22]([C:20]#[N:21])=[CH:31][CH:30]=2)=[O:14])[CH:5]=[CH:6][C:7]=1[C:8]#[N:9]. The catalyst class is: 1. (4) Reactant: [Br:1][C:2]1[CH:11]=[CH:10][C:5]([C:6]([O:8]C)=O)=[C:4]([Cl:12])[CH:3]=1.C[Al](C)C.[F:17][C:18]([F:27])([F:26])[C:19]1[CH:24]=[CH:23][N:22]=[C:21]([NH2:25])[CH:20]=1. Product: [Br:1][C:2]1[CH:11]=[CH:10][C:5]([C:6]([NH:25][C:21]2[CH:20]=[C:19]([C:18]([F:26])([F:17])[F:27])[CH:24]=[CH:23][N:22]=2)=[O:8])=[C:4]([Cl:12])[CH:3]=1. The catalyst class is: 11. (5) The catalyst class is: 779. Product: [OH:27][C:7]1[C:8]2[S:20][C:19]([C:21]3[CH:22]=[CH:23][CH:24]=[CH:25][CH:26]=3)=[N:18][C:9]=2[C:10]([C:12]2[CH:17]=[CH:16][CH:15]=[CH:14][CH:13]=2)=[N:11][C:6]=1[C:4]([NH:28][CH2:29][C:30]([OH:32])=[O:31])=[O:5]. Reactant: C(O[C:4]([C:6]1[N:11]=[C:10]([C:12]2[CH:17]=[CH:16][CH:15]=[CH:14][CH:13]=2)[C:9]2[N:18]=[C:19]([C:21]3[CH:26]=[CH:25][CH:24]=[CH:23][CH:22]=3)[S:20][C:8]=2[C:7]=1[OH:27])=[O:5])C.[NH2:28][CH2:29][C:30]([OH:32])=[O:31]. (6) Reactant: [N:1]1[C:10]2[C:5](=[CH:6][CH:7]=[CH:8][CH:9]=2)[C:4]([CH:11]=O)=[CH:3][CH:2]=1.[N:13]1[CH:18]=[CH:17][C:16]([CH:19]=O)=[CH:15][CH:14]=1.[CH3:21][C:22](=[O:27])[CH2:23][C:24](=O)[CH3:25].[NH3:28]. Product: [C:22]([C:23]1[C:24]([CH3:25])=[C:11]([C:4]2[C:5]3[C:10](=[CH:9][CH:8]=[CH:7][CH:6]=3)[N:1]=[CH:2][CH:3]=2)[NH:28][C:19]=1[C:16]1[CH:15]=[CH:14][N:13]=[CH:18][CH:17]=1)(=[O:27])[CH3:21]. The catalyst class is: 14. (7) Reactant: [C:1]([O:5][C:6]([N:8]1[CH2:13][CH2:12][CH:11]([O:14][C:15]2[CH:20]=[CH:19][C:18]([N+:21]([O-:23])=[O:22])=[C:17]([CH3:24])[CH:16]=2)[CH2:10][CH2:9]1)=[O:7])([CH3:4])([CH3:3])[CH3:2].[CH2:25]([O:27][C:28](=[O:34])[C:29](OCC)=[O:30])[CH3:26].CC([O-])(C)C.[K+].C(O)C.Cl. Product: [C:1]([O:5][C:6]([N:8]1[CH2:9][CH2:10][CH:11]([O:14][C:15]2[CH:20]=[CH:19][C:18]([N+:21]([O-:23])=[O:22])=[C:17]([CH2:24][C:29]([C:28]([O:27][CH2:25][CH3:26])=[O:34])=[O:30])[CH:16]=2)[CH2:12][CH2:13]1)=[O:7])([CH3:4])([CH3:3])[CH3:2]. The catalyst class is: 7.